This data is from Catalyst prediction with 721,799 reactions and 888 catalyst types from USPTO. The task is: Predict which catalyst facilitates the given reaction. Reactant: C(ON=O)CC(C)C.I[CH2:10][I:11].[NH2:12][C:13]1[N:17]([CH2:18][CH:19]([CH3:21])[CH3:20])[CH:16]=[N:15][C:14]=1C#N. Product: [I:11][C:10]1[N:17]([CH2:18][CH:19]([CH3:21])[CH3:20])[CH:16]=[N:15][C:14]=1[C:13]#[N:12]. The catalyst class is: 22.